From a dataset of Catalyst prediction with 721,799 reactions and 888 catalyst types from USPTO. Predict which catalyst facilitates the given reaction. (1) Reactant: [N:1]1[C:10]2[C:5](=[CH:6][CH:7]=[C:8]3[CH:14]=[CH:13][CH:12]=[CH:11][C:9]3=2)[CH:4]=[CH:3][C:2]=1[C:15](=O)[CH3:16].C([O-])(=O)C.[NH4+:22].N.O.[OH-].[Na+]. Product: [N:1]1[C:10]2[C:5](=[CH:6][CH:7]=[C:8]3[CH:14]=[CH:13][CH:12]=[CH:11][C:9]3=2)[CH:4]=[CH:3][C:2]=1[CH:15]([NH2:22])[CH3:16]. The catalyst class is: 401. (2) Reactant: [O:1]([CH2:8][C@@H:9]([OH:37])[CH2:10][NH:11][CH2:12][CH2:13][CH:14]([C:26]1[CH:31]=[CH:30][C:29]([NH:32][C:33]([O:35][CH3:36])=[O:34])=[CH:28][CH:27]=1)[C:15]1[CH:20]=[CH:19][C:18]([NH:21][C:22]([O:24][CH3:25])=[O:23])=[CH:17][CH:16]=1)[C:2]1[CH:7]=[CH:6][CH:5]=[CH:4][CH:3]=1.[S:38](=O)(=[O:41])([OH:40])[OH:39]. Product: [S:38]([O:37][C@@H:9]([CH2:10][NH:11][CH2:12][CH2:13][CH:14]([C:15]1[CH:20]=[CH:19][C:18]([NH:21][C:22]([O:24][CH3:25])=[O:23])=[CH:17][CH:16]=1)[C:26]1[CH:27]=[CH:28][C:29]([NH:32][C:33]([O:35][CH3:36])=[O:34])=[CH:30][CH:31]=1)[CH2:8][O:1][C:2]1[CH:7]=[CH:6][CH:5]=[CH:4][CH:3]=1)([OH:41])(=[O:40])=[O:39]. The catalyst class is: 8. (3) Reactant: [Cl:1][C:2]1[CH:7]=[C:6](Br)[CH:5]=[CH:4][N:3]=1.[CH3:9][Sn:10]([CH3:16])([CH3:15])[Sn:10]([CH3:16])([CH3:15])[CH3:9]. Product: [Cl:1][C:2]1[CH:7]=[C:6]([Sn:10]([CH3:16])([CH3:15])[CH3:9])[CH:5]=[CH:4][N:3]=1. The catalyst class is: 184. (4) Reactant: [O:1]1[CH:5]=[CH:4][CH:3]=[C:2]1[C:6]1[CH:11]=[CH:10][N:9]=[C:8]([O:12][CH3:13])[CH:7]=1.[Br:14]Br. Product: [Br:14][C:5]1[O:1][C:2]([C:6]2[CH:11]=[CH:10][N:9]=[C:8]([O:12][CH3:13])[CH:7]=2)=[CH:3][CH:4]=1. The catalyst class is: 22.